This data is from Peptide-MHC class I binding affinity with 185,985 pairs from IEDB/IMGT. The task is: Regression. Given a peptide amino acid sequence and an MHC pseudo amino acid sequence, predict their binding affinity value. This is MHC class I binding data. The binding affinity (normalized) is 0.912. The peptide sequence is IEQMANGIAL. The MHC is HLA-B40:01 with pseudo-sequence HLA-B40:01.